From a dataset of Reaction yield outcomes from USPTO patents with 853,638 reactions. Predict the reaction yield, written as a fraction of the theoretical maximum amount of product (1.0 means a 100% yield; for example, 0.34 means a 34% yield). (1) The reactants are [CH2:1]([C:3]1[S:7][C:6]([C:8]([OH:10])=O)=[CH:5][C:4]=1[C:11]1[N:15]([CH3:16])[N:14]=[CH:13][CH:12]=1)[CH3:2].[NH2:17][C@@H:18]([CH2:31][C:32]1[CH:37]=[CH:36][CH:35]=[CH:34][C:33]=1[C:38]([F:41])([F:40])[F:39])[CH2:19][N:20]1[C:28](=[O:29])[C:27]2[C:22](=[CH:23][CH:24]=[CH:25][CH:26]=2)[C:21]1=[O:30].C(N(C(C)C)CC)(C)C.F[P-](F)(F)(F)(F)F.Br[P+](N1CCCC1)(N1CCCC1)N1CCCC1. The catalyst is C(Cl)Cl. The product is [O:29]=[C:28]1[C:27]2[C:22](=[CH:23][CH:24]=[CH:25][CH:26]=2)[C:21](=[O:30])[N:20]1[CH2:19][C@@H:18]([NH:17][C:8]([C:6]1[S:7][C:3]([CH2:1][CH3:2])=[C:4]([C:11]2[N:15]([CH3:16])[N:14]=[CH:13][CH:12]=2)[CH:5]=1)=[O:10])[CH2:31][C:32]1[CH:37]=[CH:36][CH:35]=[CH:34][C:33]=1[C:38]([F:40])([F:39])[F:41]. The yield is 0.716. (2) The reactants are Cl[C:2]1[CH:7]=[C:6]([C:8]2[CH:17]=[CH:16][C:15]3[C:10](=[CH:11][CH:12]=[CH:13][CH:14]=3)[CH:9]=2)[N:5]=[CH:4][N:3]=1.[CH3:18][C:19]1[CH:24]=[CH:23][C:22]([CH3:25])=[CH:21][C:20]=1B(O)O.C(=O)([O-])[O-].[Na+].[Na+]. The catalyst is C1C=CC(P(C2C=CC=CC=2)C2C=CC=CC=2)=CC=1.C1C=CC(P(C2C=CC=CC=2)C2C=CC=CC=2)=CC=1.Cl[Pd]Cl.O.C(#N)C. The product is [CH3:18][C:19]1[CH:24]=[CH:23][C:22]([CH3:25])=[CH:21][C:20]=1[C:2]1[CH:7]=[C:6]([C:8]2[CH:17]=[CH:16][C:15]3[C:10](=[CH:11][CH:12]=[CH:13][CH:14]=3)[CH:9]=2)[N:5]=[CH:4][N:3]=1. The yield is 0.970. (3) The reactants are [NH2:1][C@@H:2]1[C@@H:7]([CH3:8])[CH2:6][C@@H:5]([C:9]2[CH:14]=[CH:13][N:12]=[CH:11][C:10]=2[NH:15][C:16](=[O:32])[C:17]2[CH:22]=[CH:21][C:20]([F:23])=[C:19]([C:24]3[C:29]([F:30])=[CH:28][CH:27]=[CH:26][C:25]=3[F:31])[N:18]=2)[CH2:4][C@H:3]1[NH:33]C(=O)OC(C)(C)C.[CH3:41][S:42](Cl)(=[O:44])=[O:43]. No catalyst specified. The product is [NH2:33][C@H:3]1[C@H:2]([NH:1][S:42]([CH3:41])(=[O:44])=[O:43])[C@@H:7]([CH3:8])[CH2:6][C@@H:5]([C:9]2[CH:14]=[CH:13][N:12]=[CH:11][C:10]=2[NH:15][C:16](=[O:32])[C:17]2[CH:22]=[CH:21][C:20]([F:23])=[C:19]([C:24]3[C:25]([F:31])=[CH:26][CH:27]=[CH:28][C:29]=3[F:30])[N:18]=2)[CH2:4]1. The yield is 0.130.